This data is from Catalyst prediction with 721,799 reactions and 888 catalyst types from USPTO. The task is: Predict which catalyst facilitates the given reaction. (1) Reactant: [Br:1][C:2]1[CH:3]=[C:4]2[C:8](=[CH:9][CH:10]=1)[C@:7]([NH:18]C(=O)C(F)(F)F)([C:11]([O:13]CCCC)=[O:12])[CH2:6][CH2:5]2.Cl. Product: [NH2:18][C@:7]1([C:11]([OH:13])=[O:12])[C:8]2[C:4](=[CH:3][C:2]([Br:1])=[CH:10][CH:9]=2)[CH2:5][CH2:6]1. The catalyst class is: 14. (2) Reactant: Br[C:2]1[CH:3]=[C:4]2[CH2:10][CH2:9][N:8]([Si:11]([C:14]([CH3:17])([CH3:16])[CH3:15])([CH3:13])[CH3:12])[C:5]2=[N:6][CH:7]=1.C([Li])(C)(C)C.CCCCC.[CH2:28]([Sn:32](I)([CH2:37][CH2:38][CH2:39][CH3:40])[CH2:33][CH2:34][CH2:35][CH3:36])[CH2:29][CH2:30][CH3:31]. Product: [C:14]([Si:11]([CH3:13])([CH3:12])[N:8]1[C:5]2=[N:6][CH:7]=[C:2]([Sn:32]([CH2:33][CH2:34][CH2:35][CH3:36])([CH2:37][CH2:38][CH2:39][CH3:40])[CH2:28][CH2:29][CH2:30][CH3:31])[CH:3]=[C:4]2[CH2:10][CH2:9]1)([CH3:17])([CH3:16])[CH3:15]. The catalyst class is: 1.